This data is from Full USPTO retrosynthesis dataset with 1.9M reactions from patents (1976-2016). The task is: Predict the reactants needed to synthesize the given product. (1) Given the product [CH3:1][O:2][C:3]([CH:5]1[CH2:10][CH2:9][CH:8]([C:11](=[NH:12])[NH:14][OH:13])[CH2:7][CH2:6]1)=[O:4], predict the reactants needed to synthesize it. The reactants are: [CH3:1][O:2][C:3]([CH:5]1[CH2:10][CH2:9][CH:8]([C:11]#[N:12])[CH2:7][CH2:6]1)=[O:4].[OH:13][NH2:14].C(N(CC)CC)C.Cl.ON. (2) Given the product [C:15]([OH:16])(=[O:28])[CH2:14][CH2:3][CH2:2][CH2:5][CH2:6][CH:7]([CH3:9])[CH3:10], predict the reactants needed to synthesize it. The reactants are: C[CH:2]([CH2:5][CH2:6][C:7]([CH3:10])([CH3:9])C)[CH:3]=O.CC(C(C)(C)C)C[CH2:14][CH:15]=[O:16].CC(C)(C)CCCCC=[O:28]. (3) Given the product [CH:11]1([C:8]2[NH:7][C:6](=[O:16])[C:5]([CH:2]([NH:1][C:19](=[O:20])[C:18]([CH3:23])([CH3:22])[CH3:17])[CH2:3][CH3:4])=[N:10][N:9]=2)[CH2:15][CH2:14][CH2:13][CH2:12]1, predict the reactants needed to synthesize it. The reactants are: [NH2:1][CH:2]([C:5]1[C:6](=[O:16])[NH:7][C:8]([CH:11]2[CH2:15][CH2:14][CH2:13][CH2:12]2)=[N:9][N:10]=1)[CH2:3][CH3:4].[CH3:17][C:18]([CH3:23])([CH3:22])[C:19](Cl)=[O:20]. (4) Given the product [C:1]([O:5][C:6]([N:8]1[CH2:13][CH2:12][C:11]2[N:14]([CH2:27][CH2:28][CH2:29][N:44]3[CH2:45][CH2:46][CH:41]([N:34]4[C:35]5[CH:40]=[CH:39][CH:38]=[CH:37][C:36]=5[N:32]([CH3:31])[C:33]4=[O:47])[CH2:42][CH2:43]3)[N:15]=[C:16]([C:17]3[CH:18]=[CH:19][C:20]([C:23]([F:25])([F:26])[F:24])=[CH:21][CH:22]=3)[C:10]=2[CH2:9]1)=[O:7])([CH3:4])([CH3:2])[CH3:3], predict the reactants needed to synthesize it. The reactants are: [C:1]([O:5][C:6]([N:8]1[CH2:13][CH2:12][C:11]2[N:14]([CH2:27][CH2:28][CH:29]=O)[N:15]=[C:16]([C:17]3[CH:22]=[CH:21][C:20]([C:23]([F:26])([F:25])[F:24])=[CH:19][CH:18]=3)[C:10]=2[CH2:9]1)=[O:7])([CH3:4])([CH3:3])[CH3:2].[CH3:31][N:32]1[C:36]2[CH:37]=[CH:38][CH:39]=[CH:40][C:35]=2[N:34]([CH:41]2[CH2:46][CH2:45][NH:44][CH2:43][CH2:42]2)[C:33]1=[O:47].CC(O)=O.[BH-](OC(C)=O)(OC(C)=O)OC(C)=O.[Na+].C([O-])(O)=O.[Na+]. (5) Given the product [Cl:1][C:2]1[CH:10]=[CH:9][C:8]2[N:7](/[CH:33]=[C:34](/[C:36]3[CH:41]=[CH:40][C:39]([F:42])=[C:38]([F:43])[CH:37]=3)\[CH3:35])[C:6]3[CH2:11][CH2:12][N:13]([CH3:15])[CH2:14][C:5]=3[C:4]=2[CH:3]=1, predict the reactants needed to synthesize it. The reactants are: [Cl:1][C:2]1[CH:10]=[CH:9][C:8]2[NH:7][C:6]3[CH2:11][CH2:12][N:13]([CH3:15])[CH2:14][C:5]=3[C:4]=2[CH:3]=1.N1CCC[C@H]1C(O)=O.P([O-])([O-])([O-])=O.[K+].[K+].[K+].Br[CH:33]=[C:34]([C:36]1[CH:41]=[CH:40][C:39]([F:42])=[C:38]([F:43])[CH:37]=1)[CH3:35]. (6) Given the product [CH2:1]([C:8]1[S:12][C:11]2[CH:13]=[CH:14][CH:15]=[CH:16][C:10]=2[C:9]=1[CH2:17][CH2:18][C:19]1[CH:24]=[CH:23][C:22]([O:25][CH3:26])=[CH:21][CH:20]=1)[C:2]1[CH:3]=[CH:4][CH:5]=[CH:6][CH:7]=1, predict the reactants needed to synthesize it. The reactants are: [CH2:1]([C:8]1[S:12][C:11]2[CH:13]=[CH:14][CH:15]=[CH:16][C:10]=2[C:9]=1/[CH:17]=[CH:18]/[C:19]1[CH:24]=[CH:23][C:22]([O:25][CH3:26])=[CH:21][CH:20]=1)[C:2]1[CH:7]=[CH:6][CH:5]=[CH:4][CH:3]=1.